From a dataset of Forward reaction prediction with 1.9M reactions from USPTO patents (1976-2016). Predict the product of the given reaction. (1) Given the reactants [N:1]([CH2:4][CH:5]([NH:11][C:12]([C:14]1[N:18]2[CH:19]=[CH:20][CH:21]=[C:22]([O:23][CH2:24][C:25]3[C:30]([F:31])=[CH:29][CH:28]=[CH:27][C:26]=3[F:32])[C:17]2=[N:16][C:15]=1[CH3:33])=[O:13])[CH2:6][C:7]([F:10])([F:9])[F:8])=[N+]=[N-].[H][H], predict the reaction product. The product is: [NH2:1][CH2:4][CH:5]([NH:11][C:12]([C:14]1[N:18]2[CH:19]=[CH:20][CH:21]=[C:22]([O:23][CH2:24][C:25]3[C:30]([F:31])=[CH:29][CH:28]=[CH:27][C:26]=3[F:32])[C:17]2=[N:16][C:15]=1[CH3:33])=[O:13])[CH2:6][C:7]([F:8])([F:10])[F:9]. (2) Given the reactants [CH:1]1[CH:6]=[CH:5][CH:4]=[CH:3][CH:2]=1.[C:7]1(=[O:14])[O:13][C:11](=[O:12])[CH2:10][C:8]1=[CH2:9].[Cl-].[Al+3].[Cl-].[Cl-].Cl, predict the reaction product. The product is: [CH2:9]=[C:8]([CH2:10][C:11](=[O:12])[C:1]1[CH:6]=[CH:5][CH:4]=[CH:3][CH:2]=1)[C:7]([OH:14])=[O:13]. (3) Given the reactants Br[C:2]1[CH:7]=[CH:6][CH:5]=[CH:4][C:3]=1[CH:8]([C:10]1[CH:15]=[CH:14][CH:13]=[CH:12][CH:11]=1)[OH:9].[Li]CCCC.[SiH:21](Cl)([CH3:23])[CH3:22], predict the reaction product. The product is: [CH3:22][Si:21]1([CH3:23])[C:2]2[CH:7]=[CH:6][CH:5]=[CH:4][C:3]=2[CH:8]([C:10]2[CH:15]=[CH:14][CH:13]=[CH:12][CH:11]=2)[O:9]1. (4) The product is: [NH:1]1[C:9]2[C:4](=[CH:5][CH:6]=[CH:7][CH:8]=2)[CH:3]=[C:2]1[C:10]([Cl:16])=[O:12]. Given the reactants [NH:1]1[C:9]2[C:4](=[CH:5][CH:6]=[CH:7][CH:8]=2)[CH:3]=[C:2]1[C:10]([OH:12])=O.C([Cl:16])(=O)C.P(Cl)(Cl)(Cl)(Cl)Cl, predict the reaction product.